From a dataset of Catalyst prediction with 721,799 reactions and 888 catalyst types from USPTO. Predict which catalyst facilitates the given reaction. Reactant: [BH4-].[Na+].[OH:3][C:4]1[CH:5]=[C:6]([CH:16]=[CH:17][CH:18]=1)[C:7]([C:9]1[CH:14]=[CH:13][CH:12]=[C:11]([OH:15])[CH:10]=1)=[O:8].Cl. Product: [OH:3][C:4]1[CH:5]=[C:6]([CH:7]([C:9]2[CH:14]=[CH:13][CH:12]=[C:11]([OH:15])[CH:10]=2)[OH:8])[CH:16]=[CH:17][CH:18]=1. The catalyst class is: 315.